From a dataset of Forward reaction prediction with 1.9M reactions from USPTO patents (1976-2016). Predict the product of the given reaction. (1) Given the reactants [O:1]1[CH2:6][CH2:5][CH:4]([CH2:7][NH:8][C:9]([C:11]2[C:16]([NH:17][C:18]([C:20]3[C:29]4[C:24](=[CH:25][CH:26]=[CH:27][CH:28]=4)[C:23]([CH3:30])=[CH:22][CH:21]=3)=[O:19])=[CH:15][CH:14]=[C:13]([O:31]C)[N:12]=2)=[O:10])[CH2:3][CH2:2]1.Cl.N1C=CC=CC=1, predict the reaction product. The product is: [O:1]1[CH2:6][CH2:5][CH:4]([CH2:7][NH:8][C:9]([C:11]2[C:16]([NH:17][C:18]([C:20]3[C:29]4[C:24](=[CH:25][CH:26]=[CH:27][CH:28]=4)[C:23]([CH3:30])=[CH:22][CH:21]=3)=[O:19])=[CH:15][CH:14]=[C:13]([OH:31])[N:12]=2)=[O:10])[CH2:3][CH2:2]1. (2) Given the reactants [Br:1][C:2]1[CH:7]=[CH:6][C:5]([F:8])=[C:4]([CH3:9])[N:3]=1.[Li]CCCC.[CH:15]1([C:18]2[N:22](C(OC(C)(C)C)=O)[C:21]3[CH:30]=[C:31]([C:42]4[C:43]([CH3:48])=[N:44][O:45][C:46]=4[CH3:47])[CH:32]=[C:33]([C:34]([C:36]4[N:41]=[CH:40][CH:39]=[CH:38][N:37]=4)=[O:35])[C:20]=3[N:19]=2)[CH2:17][CH2:16]1.[NH4+].[Cl-].C(O)(C(F)(F)F)=O, predict the reaction product. The product is: [Br:1][C:2]1[N:3]=[C:4]([CH3:9])[C:5]([F:8])=[C:6]([C:34]([C:33]2[C:20]3[N:19]=[C:18]([CH:15]4[CH2:16][CH2:17]4)[NH:22][C:21]=3[CH:30]=[C:31]([C:42]3[C:43]([CH3:48])=[N:44][O:45][C:46]=3[CH3:47])[CH:32]=2)([C:36]2[N:41]=[CH:40][CH:39]=[CH:38][N:37]=2)[OH:35])[CH:7]=1.